This data is from Experimentally validated miRNA-target interactions with 360,000+ pairs, plus equal number of negative samples. The task is: Binary Classification. Given a miRNA mature sequence and a target amino acid sequence, predict their likelihood of interaction. (1) The miRNA is hsa-miR-4448 with sequence GGCUCCUUGGUCUAGGGGUA. The protein sequence of the target gene is MGNEASLEGGAGEGPLPPGGSGLGPGPGAGKPPSALAGGGQLPVAGAARAAGPPTPGLGPVPGPGPGPGPGSVPRRLDPKEPLGSQRTTSPTPKQASATAPGRESPRETRAQGPSGQEAESPRRTLQVDSRTQRSGRSPSVSPDRGSTPTSPYSVPQIAPLPSSTLCPICKTSDLTSTPSQPNFNTCTQCHNKVCNQCGFNPNPHLTQVKEWLCLNCQMQRALGMDMTTAPRSKSQQQLHSPALSPAHSPAKQPLGKPEQERSPRGPGATQSGPRQAEAARATSVPGPTQATAPPEVGRV.... Result: 0 (no interaction). (2) The miRNA is hsa-miR-3124-5p with sequence UUCGCGGGCGAAGGCAAAGUC. The protein sequence of the target gene is MTAKAKDCPSLWGFGTTKTFKIPIEHLDFKYIENCSDVKHLEKILYVLRSGEEGYYPELTEFCEKCLTNLAPKSRALRKDKPAETASSFSAEEWEKIDSDLKSWVSEIKREENTCHFHDPENHPGVEDPLPPVRGSTCCPHSGKETYSKSKTAKKRIPRDYAEWDKFDVEKECSKIDEDYKEKTVINNKAHLSKIETKIETAGLTEKEKSFLANREKGKGNEAFYSGDYEEAVMYYTRSLSALPTAIAYNNRAQAEIKLQRWSSALEDCEKALELDPGNVKALLRRATTYKHQNKLQEAV.... Result: 0 (no interaction). (3) The miRNA is mmu-miR-135a-5p with sequence UAUGGCUUUUUAUUCCUAUGUGA. The protein sequence of the target gene is MESPNLGDNRVRGESLVPDPPWDRCKEDIAVGLGGVGEDGKDLVISSERSSLLQEPTASTLSSTTATEGHKPVPCGWERVVKQRLSGKTAGKFDVYFISPQGLKFRSKRSLANYLLKNGETFLKPEDFNFTVLPKGSINPGYKHQSLAALTSLQPNETDVSKQNLKTRSKWKTDVLPLPSGTSESPESSGLSNSNSACLLLREHRDIQDVDSEKRRKSKRKVTVLKGTASQKTKQKCRKSLLESTQRNRKRASVVQKVGADRELVPQESQLNRTLCPADACARETVGLAGEEKSPSPGLD.... Result: 1 (interaction). (4) The miRNA is hsa-miR-6886-3p with sequence UGCCCUUCUCUCCUCCUGCCU. The protein sequence of the target gene is MKDIDMGKEYIIPSPGYRSDRDRSAVPGQHRDPEEPRFRRTRSLECQDALETAARVEGLSLDISVHSHLQILDEEHSKGKYHHGLSVLKPFRTTTKHQHPVDNAGLFSYMTFSWLSPLARVVHKKGELLMEDVWPLSKYESSDVNSRRLERLWQEELNEVGPDAASLRRVVWIFCRTRLILSIVCLMITQLAGFSGPAFVVKHLLEYTQATESNLQYSLLLVLGLLLTEVVRSWSLALTWALNYRTGVRLRGAILTMAFKKILKLKNIKEKSLGELINICSNDGQRMFEAAAVGSLLAGG.... Result: 0 (no interaction). (5) The miRNA is hsa-miR-643 with sequence ACUUGUAUGCUAGCUCAGGUAG. The protein sequence of the target gene is MLGQVVTLILLLLLKVYQGKGCQGSADHVVSISGVPLQLQPNSIQTKVDSIAWKKLLPSQNGFHHILKWENGSLPSNTSNDRFSFIVKNLSLLIKAAQQQDSGLYCLEVTSISGKVQTATFQVFVFESLLPDKVEKPRLQGQGKILDRGRCQVALSCLVSRDGNVSYAWYRGSKLIQTAGNLTYLDEEVDINGTHTYTCNVSNPVSWESHTLNLTQDCQNAHQEFRFWPFLVIIVILSALFLGTLACFCVWRRKRKEKQSETSPKEFLTIYEDVKDLKTRRNHEQEQTFPGGGSTIYSMI.... Result: 0 (no interaction). (6) The miRNA is gga-miR-103-3p with sequence AGCAGCAUUGUACAGGGCUAUGA. The protein sequence of the target gene is MSIQAPPRLLELAGQSLLRDQALSISAMEELPRVLYLPLFREAFSRRHFQTLTVMVQAWPFTCLPLVSLMKTLHLEPLKALLEGLHMLLTQKDRPRRWKLQVLDLRDVDENFWARWPGAWALSCFPEAMSKRQTAEDCPRTGEHQPLKVFIDICLKEIPQDECLRYLFQWVYQRRGLVHLCCSKLVNYLTPIKYLRKSLKIIYINSIGELEIHNTCWPHLIRKLYCYLKEMKTLCKLVFSRCHHYTSDNELEGWLVTRFTSVFLRLEHLQLLKIKLITFFSGHLEQLIRCLQNPLENLEL.... Result: 0 (no interaction).